This data is from Full USPTO retrosynthesis dataset with 1.9M reactions from patents (1976-2016). The task is: Predict the reactants needed to synthesize the given product. (1) Given the product [CH2:31]([O:38][C:39]1[CH:46]=[CH:45][CH:44]=[CH:43][C:40]=1/[CH:41]=[CH:11]/[C:4]1[C:5]2[C:10](=[CH:9][CH:8]=[CH:7][CH:6]=2)[NH:2][N:3]=1)[C:32]1[CH:33]=[CH:34][CH:35]=[CH:36][CH:37]=1, predict the reactants needed to synthesize it. The reactants are: [Br-].[NH:2]1[C:10]2[C:5](=[CH:6][CH:7]=[CH:8][CH:9]=2)[C:4]([CH2:11][P+](C2C=CC=CC=2)(C2C=CC=CC=2)C2C=CC=CC=2)=[N:3]1.[CH2:31]([O:38][C:39]1[CH:46]=[CH:45][CH:44]=[CH:43][C:40]=1[CH:41]=O)[C:32]1[CH:37]=[CH:36][CH:35]=[CH:34][CH:33]=1.C(=O)([O-])[O-].[K+].[K+].C(=O)([O-])O.[Na+]. (2) Given the product [Br:1][C:2]1[CH:7]=[C:6]([F:8])[C:5]([SH:9])=[C:4]([F:13])[CH:3]=1, predict the reactants needed to synthesize it. The reactants are: [Br:1][C:2]1[CH:7]=[C:6]([F:8])[C:5]([S:9](Cl)(=O)=O)=[C:4]([F:13])[CH:3]=1.C1C=CC(P(C2C=CC=CC=2)C2C=CC=CC=2)=CC=1.O. (3) Given the product [CH2:15]([C:14]1[O:52][N:51]=[C:12]([C:11]([N:10]2[CH2:9][C@H:8]([CH2:26][CH:27]([CH3:29])[CH3:28])[NH:7][C:6](=[O:30])[C@@H:5]2[CH2:1][CH:2]([CH3:4])[CH3:3])=[O:25])[CH:13]=1)[CH3:16], predict the reactants needed to synthesize it. The reactants are: [CH2:1]([C@@H:5]1[N:10]([C:11](=[O:25])[C:12]2C=[CH:16][C:15](OC3C=CC=CC=3)=[CH:14][CH:13]=2)[CH2:9][C@H:8]([CH2:26][CH:27]([CH3:29])[CH3:28])[NH:7][C:6]1=[O:30])[CH:2]([CH3:4])[CH3:3].C([C@@H]1NC[C@H](CC(C)C)NC1=O)C(C)C.C(C1[O:52][N:51]=C(C(O)=O)C=1)C. (4) Given the product [CH3:1][O:2][C:3](=[O:13])[C:4]1[CH:9]=[CH:8][C:7]([C:10]([NH:18][CH2:17][CH:16]([O:19][CH3:20])[O:15][CH3:14])=[O:11])=[CH:6][CH:5]=1, predict the reactants needed to synthesize it. The reactants are: [CH3:1][O:2][C:3](=[O:13])[C:4]1[CH:9]=[CH:8][C:7]([C:10](Cl)=[O:11])=[CH:6][CH:5]=1.[CH3:14][O:15][CH:16]([O:19][CH3:20])[CH2:17][NH2:18].CCN(CC)CC. (5) Given the product [CH3:2][O:3][C:4]([C:5]1[S:19][C:18]([C:17]2[CH:21]=[CH:22][C:14]([Cl:13])=[CH:15][CH:16]=2)=[N:20][C:6]=1[CH2:7][CH2:8][O:9][CH3:10])=[O:12], predict the reactants needed to synthesize it. The reactants are: [Cl-].[CH3:2][O:3][C:4](=[O:12])[CH2:5][C:6](=O)[CH2:7][CH2:8][O:9][CH3:10].[Cl:13][C:14]1[CH:22]=[CH:21][C:17]([C:18]([NH2:20])=[S:19])=[CH:16][CH:15]=1.CO.